Dataset: Full USPTO retrosynthesis dataset with 1.9M reactions from patents (1976-2016). Task: Predict the reactants needed to synthesize the given product. (1) Given the product [CH:8]1[C:9]2[C:14](=[CH:13][CH:12]=[CH:11][CH:10]=2)[CH:15]=[C:6]([CH:4]=[O:5])[N:7]=1, predict the reactants needed to synthesize it. The reactants are: CON(C)[C:4]([C:6]1[N:7]=[CH:8][C:9]2[C:14]([CH:15]=1)=[CH:13][CH:12]=[CH:11][CH:10]=2)=[O:5].CC(C[AlH]CC(C)C)C. (2) The reactants are: [OH:1][C:2]1[C:3]([CH3:8])=[N:4][CH:5]=[CH:6][CH:7]=1.C(=O)([O-])[O-].[Cs+].[Cs+].[CH2:15](I)[CH2:16][CH3:17]. Given the product [CH2:15]([O:1][C:2]1[C:3]([CH3:8])=[N:4][CH:5]=[CH:6][CH:7]=1)[CH2:16][CH3:17], predict the reactants needed to synthesize it. (3) Given the product [N+:11]([C:12]1[CH:17]=[C:16]([N+:18]([O-:2])=[O:9])[CH:15]=[CH:14][C:13]=1[CH3:19])([O-:8])=[O:6], predict the reactants needed to synthesize it. The reactants are: C(=O)(O)[O-:2].[Na+].[O-2:6].[Ce+3].[O-2:8].[O-2:9].[Ce+3].[NH2:11][C:12]1[CH:17]=[C:16]([NH2:18])[CH:15]=[CH:14][C:13]=1[CH3:19]. (4) Given the product [CH3:1][C@:2]12[C@@:19]3([CH3:20])[C@@H:10]([C@:11]4([CH3:33])[C@@H:16]([CH2:17][CH2:18]3)[C:15]([CH3:21])([CH3:22])[C:14]([C:23]3[CH:32]=[CH:31][C:26]([C:27]([OH:29])=[O:28])=[CH:25][CH:24]=3)=[CH:13][CH2:12]4)[CH2:9][CH2:8][C@@H:7]1[C@H:6]1[C@H:34]([C:37]([CH3:39])=[CH2:38])[CH2:35][CH2:36][C@:5]1([NH:40][CH2:41][CH2:42][N:43]1[CH2:44][CH2:45][N:46]([C:56](=[O:58])[CH:55]([C:49]3[CH:50]=[CH:51][CH:52]=[CH:53][CH:54]=3)[CH3:59])[CH2:47][CH2:48]1)[CH2:4][CH2:3]2, predict the reactants needed to synthesize it. The reactants are: [CH3:1][C@:2]12[C@@:19]3([CH3:20])[C@@H:10]([C@:11]4([CH3:33])[C@@H:16]([CH2:17][CH2:18]3)[C:15]([CH3:22])([CH3:21])[C:14]([C:23]3[CH:32]=[CH:31][C:26]([C:27]([O:29]C)=[O:28])=[CH:25][CH:24]=3)=[CH:13][CH2:12]4)[CH2:9][CH2:8][C@@H:7]1[C@H:6]1[C@H:34]([C:37]([CH3:39])=[CH2:38])[CH2:35][CH2:36][C@:5]1([NH:40][CH2:41][CH2:42][N:43]1[CH2:48][CH2:47][NH:46][CH2:45][CH2:44]1)[CH2:4][CH2:3]2.[C:49]1([CH:55]([CH3:59])[C:56]([OH:58])=O)[CH:54]=[CH:53][CH:52]=[CH:51][CH:50]=1. (5) Given the product [F:34][C:2]([F:1])([F:33])[C:3]1[CH:28]=[C:27]([C:29]([F:30])([F:32])[F:31])[CH:26]=[CH:25][C:4]=1[CH2:5][N:6]1[C:14]2[C:9](=[CH:10][C:11]([CH:15]=[C:16]3[S:20][C:19]([N:38]4[CH2:39][CH2:40][NH:35][CH:36]([C:41]([NH2:43])=[O:42])[CH2:37]4)=[N:18][C:17]3=[O:24])=[CH:12][CH:13]=2)[CH:8]=[N:7]1, predict the reactants needed to synthesize it. The reactants are: [F:1][C:2]([F:34])([F:33])[C:3]1[CH:28]=[C:27]([C:29]([F:32])([F:31])[F:30])[CH:26]=[CH:25][C:4]=1[CH2:5][N:6]1[C:14]2[C:9](=[CH:10][C:11]([CH:15]=[C:16]3[S:20][C:19](SCC)=[N:18][C:17]3=[O:24])=[CH:12][CH:13]=2)[CH:8]=[N:7]1.[NH:35]1[CH2:40][CH2:39][NH:38][CH2:37][CH:36]1[C:41]([NH2:43])=[O:42]. (6) The reactants are: [CH2:1]([NH2:8])C1C=CC=CC=1.CN.[C:11]([C:14]1[S:18][C:17]([N:19]2[CH2:23][CH2:22][N:21]([CH2:24][C:25]3[CH:33]=[CH:32][C:28]([C:29]([OH:31])=O)=[CH:27][CH:26]=3)[C:20]2=[O:34])=[N:16][C:15]=1[CH3:35])(=[O:13])[CH3:12]. Given the product [C:11]([C:14]1[S:18][C:17]([N:19]2[CH2:23][CH2:22][N:21]([CH2:24][C:25]3[CH:26]=[CH:27][C:28]([C:29]([NH:8][CH3:1])=[O:31])=[CH:32][CH:33]=3)[C:20]2=[O:34])=[N:16][C:15]=1[CH3:35])(=[O:13])[CH3:12], predict the reactants needed to synthesize it.